Dataset: Forward reaction prediction with 1.9M reactions from USPTO patents (1976-2016). Task: Predict the product of the given reaction. (1) Given the reactants [CH2:1]([OH:6])/[CH:2]=[CH:3]/[CH2:4][OH:5].N1C=CN=C1.[Si:12](Cl)([C:15]([CH3:18])([CH3:17])[CH3:16])([CH3:14])[CH3:13].O, predict the reaction product. The product is: [Si:12]([O:5][CH2:4]/[CH:3]=[CH:2]/[CH2:1][OH:6])([C:15]([CH3:18])([CH3:17])[CH3:16])([CH3:14])[CH3:13]. (2) Given the reactants Br[C:2]1[S:3][C:4]([NH:30]C(=O)OC(C)(C)C)=[C:5]([C:7](=[O:29])[NH:8][C:9]2[CH:10]=[N:11][N:12]([CH3:28])[C:13]=2[N:14]2[CH2:20][CH2:19][CH2:18][C@@H:17]([NH:21]C(=O)C(F)(F)F)[CH2:16][CH2:15]2)[N:6]=1.O.O.[F-].[K+].[C:42]([C:44]1[CH:49]=[CH:48][CH:47]=[CH:46][C:45]=1B(O)O)#[N:43].C([O-])([O-])=O.[K+].[K+], predict the reaction product. The product is: [NH2:30][C:4]1[S:3][C:2]([C:45]2[CH:46]=[CH:47][CH:48]=[CH:49][C:44]=2[C:42]#[N:43])=[N:6][C:5]=1[C:7]([NH:8][C:9]1[CH:10]=[N:11][N:12]([CH3:28])[C:13]=1[N:14]1[CH2:20][CH2:19][CH2:18][C@@H:17]([NH2:21])[CH2:16][CH2:15]1)=[O:29]. (3) Given the reactants FC(F)(F)S(OS(C(F)(F)F)(=O)=O)(=O)=O.[CH2:16]([C:18]1[N:23]=[C:22]2[N:24]([CH:28]([CH2:31][CH3:32])[CH2:29][CH3:30])[N:25]=[C:26]([CH3:27])[C:21]2=[N:20][C:19]=1[O:33]S(C(F)(F)F)(=O)=O)[CH3:17], predict the reaction product. The product is: [CH2:16]([C:18]1[N:23]=[C:22]2[N:24]([CH:28]([CH2:31][CH3:32])[CH2:29][CH3:30])[N:25]=[C:26]([CH3:27])[C:21]2=[N:20][C:19]=1[OH:33])[CH3:17]. (4) Given the reactants [N:1]1([C:7]([N:9]2[CH2:15][C:14]3[CH:16]=[CH:17][C:18]([C:20]([O:22]C)=O)=[CH:19][C:13]=3[O:12][CH2:11][C@@H:10]2[C:24]2[CH:29]=[CH:28][C:27]([C:30]([F:33])([F:32])[F:31])=[CH:26][CH:25]=2)=[O:8])[CH2:6][CH2:5][O:4][CH2:3][CH2:2]1.[OH-:34].[Na+].[NH2:36]O, predict the reaction product. The product is: [OH:34][NH:36][C:20]([C:18]1[CH:17]=[CH:16][C:14]2[CH2:15][N:9]([C:7]([N:1]3[CH2:6][CH2:5][O:4][CH2:3][CH2:2]3)=[O:8])[C@@H:10]([C:24]3[CH:25]=[CH:26][C:27]([C:30]([F:31])([F:32])[F:33])=[CH:28][CH:29]=3)[CH2:11][O:12][C:13]=2[CH:19]=1)=[O:22]. (5) The product is: [CH2:15]([C:29]1[C:30]2[C:35](=[CH:34][C:33]([O:38][CH3:39])=[C:32]([O:40][CH3:41])[CH:31]=2)[CH2:36][CH2:37][N:28]=1)[CH2:14][CH2:13][CH2:12][CH2:11][CH2:10][CH2:9][CH2:8][CH2:7][CH2:6][CH2:5][CH2:4][CH2:3][CH2:2][CH3:1]. Given the reactants [C:1](Cl)(=O)[CH2:2][CH2:3][CH2:4][CH2:5][CH2:6][CH2:7][CH2:8][CH2:9][CH2:10][CH2:11][CH2:12][CH2:13][CH2:14][CH2:15]C.[Cl-].FC1C=CC=CC=1C[N+:28]1[CH2:37][CH2:36][C:35]2[C:30](=[CH:31][C:32]([O:40][CH3:41])=[C:33]([O:38][CH3:39])[CH:34]=2)[CH:29]=1, predict the reaction product. (6) Given the reactants [OH:1][C:2]1[CH:3]=[CH:4][C:5]([C:8]([O:10][CH3:11])=[O:9])=[N:6][CH:7]=1.C(=O)([O-])[O-].[Cs+].[Cs+].FC(F)(F)S(O[CH2:24][C:25]([F:28])([F:27])[F:26])(=O)=O, predict the reaction product. The product is: [F:26][C:25]([F:28])([F:27])[CH2:24][O:1][C:2]1[CH:3]=[CH:4][C:5]([C:8]([O:10][CH3:11])=[O:9])=[N:6][CH:7]=1. (7) Given the reactants [CH3:1][N:2]1[CH:6]=[CH:5][N:4]=[C:3]1[CH3:7].C([Li])CCC.[O:13]=[C:14]1[CH2:19][CH2:18][N:17]([C:20]([O:22][C:23]([CH3:26])([CH3:25])[CH3:24])=[O:21])[CH2:16][CH2:15]1, predict the reaction product. The product is: [OH:13][C:14]1([CH2:7][C:3]2[N:2]([CH3:1])[CH:6]=[CH:5][N:4]=2)[CH2:15][CH2:16][N:17]([C:20]([O:22][C:23]([CH3:26])([CH3:25])[CH3:24])=[O:21])[CH2:18][CH2:19]1.